From a dataset of Peptide-MHC class II binding affinity with 134,281 pairs from IEDB. Regression. Given a peptide amino acid sequence and an MHC pseudo amino acid sequence, predict their binding affinity value. This is MHC class II binding data. (1) The peptide sequence is QAVELTARLNSLGEA. The MHC is DRB1_0404 with pseudo-sequence DRB1_0404. The binding affinity (normalized) is 0.479. (2) The peptide sequence is AAATAGKTVYGAFAA. The MHC is HLA-DQA10102-DQB10602 with pseudo-sequence HLA-DQA10102-DQB10602. The binding affinity (normalized) is 0.393.